Dataset: Forward reaction prediction with 1.9M reactions from USPTO patents (1976-2016). Task: Predict the product of the given reaction. Given the reactants [N:1]([CH2:4][C:5]1[N:10]=[C:9]([O:11]CC2C=CC=CC=2)[C:8]([O:19][CH2:20][CH2:21][CH3:22])=[CH:7][CH:6]=1)=[N+]=[N-].C1(P(C2C=CC=CC=2)C2C=CC=CC=2)C=CC=CC=1.O, predict the reaction product. The product is: [NH2:1][CH2:4][C:5]1[N:10]=[C:9]([OH:11])[C:8]([O:19][CH2:20][CH2:21][CH3:22])=[CH:7][CH:6]=1.